Dataset: Full USPTO retrosynthesis dataset with 1.9M reactions from patents (1976-2016). Task: Predict the reactants needed to synthesize the given product. Given the product [C:4]([C:3]1[C:2]([O:11][C:12]2[CH:13]=[CH:14][C:15]([C:16]([O:18][CH3:19])=[O:17])=[CH:20][CH:21]=2)=[N:10][CH:9]=[CH:8][CH:7]=1)(=[O:5])[NH2:6], predict the reactants needed to synthesize it. The reactants are: Cl[C:2]1[N:10]=[CH:9][CH:8]=[CH:7][C:3]=1[C:4]([NH2:6])=[O:5].[OH:11][C:12]1[CH:21]=[CH:20][C:15]([C:16]([O:18][CH3:19])=[O:17])=[CH:14][CH:13]=1.[H-].[Na+].